The task is: Predict the reactants needed to synthesize the given product.. This data is from Full USPTO retrosynthesis dataset with 1.9M reactions from patents (1976-2016). Given the product [CH3:1][N:2]([S:21]([C:24]1[CH:29]=[CH:28][CH:27]=[CH:26][N:25]=1)(=[O:22])=[O:23])[C:3]1[CH:4]=[CH:5][CH:6]=[C:7]2[C:11]=1[NH:10][C:9]([C:12]1[S:13][CH:14]([CH2:17][C:18]([NH2:31])=[O:19])[CH2:15][N:16]=1)=[CH:8]2, predict the reactants needed to synthesize it. The reactants are: [CH3:1][N:2]([S:21]([C:24]1[CH:29]=[CH:28][CH:27]=[CH:26][N:25]=1)(=[O:23])=[O:22])[C:3]1[CH:4]=[CH:5][CH:6]=[C:7]2[C:11]=1[NH:10][C:9]([C:12]1[S:13][CH:14]([CH2:17][C:18](O)=[O:19])[CH2:15][N:16]=1)=[CH:8]2.C[N:31](C)C=O.Cl.CN(C)CCCN=C=NCC.